Dataset: CYP2D6 inhibition data for predicting drug metabolism from PubChem BioAssay. Task: Regression/Classification. Given a drug SMILES string, predict its absorption, distribution, metabolism, or excretion properties. Task type varies by dataset: regression for continuous measurements (e.g., permeability, clearance, half-life) or binary classification for categorical outcomes (e.g., BBB penetration, CYP inhibition). Dataset: cyp2d6_veith. (1) The drug is COc1ccc(C(=O)N2CCC3(CCN(C)CC3)CC2)cc1. The result is 0 (non-inhibitor). (2) The drug is CC1(C)CC(O)CC(C)(C)N1CC(O)COCCOc1ccc(Br)cc1. The result is 1 (inhibitor). (3) The compound is COC(=O)[C@@]1(Cc2ccc(OC)cc2)[C@H]2c3cc(C(=O)N(C)C)n(CCc4ccc(O)c(OC)c4)c3C[C@H]2CN1C(=O)c1ccccc1. The result is 0 (non-inhibitor). (4) The molecule is O=C(O)c1c(Br)c(Br)c(Br)c(Br)c1C1c2ccc(O)cc2Oc2cc(O)ccc21. The result is 0 (non-inhibitor). (5) The compound is O=C(Nc1ccc(Cc2ccncc2)cc1)c1ccc(S(=O)(=O)N2CCOCC2)cc1. The result is 1 (inhibitor). (6) The molecule is CCOCCCN1CC(C(=O)NCCc2ccc(C)cc2)CC1=O. The result is 1 (inhibitor).